From a dataset of Full USPTO retrosynthesis dataset with 1.9M reactions from patents (1976-2016). Predict the reactants needed to synthesize the given product. (1) Given the product [N+:2]([C:5]1[CH:6]=[C:7]([C:8]2[CH:16]=[C:15]([CH2:14][N:17]3[CH2:26][CH2:25][C:24]4[C:19](=[CH:20][CH:21]=[CH:22][CH:23]=4)[CH2:18]3)[O:10][N:9]=2)[CH:11]=[CH:12][CH:13]=1)([O-:4])=[O:3], predict the reactants needed to synthesize it. The reactants are: Cl.[N+:2]([C:5]1[CH:6]=[C:7]([CH:11]=[CH:12][CH:13]=1)[C:8]#[N+:9][O-:10])([O-:4])=[O:3].[CH2:14]([N:17]1[CH2:26][CH2:25][C:24]2[C:19](=[CH:20][CH:21]=[CH:22][CH:23]=2)[CH2:18]1)[C:15]#[CH:16].[OH-].[Na+]. (2) Given the product [Br:1][C:2]1[CH:7]=[CH:6][C:5]([CH:8]([C:20]2[CH:25]=[CH:24][CH:23]=[CH:22][C:21]=2[CH3:26])[CH2:9]/[C:10](/[C:12]2[CH:13]=[CH:14][C:15](=[O:19])[N:16]([CH3:18])[CH:17]=2)=[N:29]\[OH:30])=[C:4]([F:27])[CH:3]=1, predict the reactants needed to synthesize it. The reactants are: [Br:1][C:2]1[CH:7]=[CH:6][C:5]([CH:8]([C:20]2[CH:25]=[CH:24][CH:23]=[CH:22][C:21]=2[CH3:26])[CH2:9][C:10]([C:12]2[CH:13]=[CH:14][C:15](=[O:19])[N:16]([CH3:18])[CH:17]=2)=O)=[C:4]([F:27])[CH:3]=1.Cl.[NH2:29][OH:30].C([O-])(O)=O.[Na+]. (3) Given the product [F:22][C:19]1[CH:20]=[CH:21][C:16]([C@H:15]2[CH2:14][O:13][C:12](=[O:23])[N:11]2[C:8]2[CH:9]=[CH:10][N:5]3[N:4]=[CH:3][C:2]([C:34]4[CH:35]=[CH:36][C:31]([C:29]([O:28][C:24]([CH3:25])([CH3:26])[CH3:27])=[O:30])=[CH:32][CH:33]=4)=[C:6]3[N:7]=2)=[CH:17][CH:18]=1, predict the reactants needed to synthesize it. The reactants are: Br[C:2]1[CH:3]=[N:4][N:5]2[CH:10]=[CH:9][C:8]([N:11]3[C@@H:15]([C:16]4[CH:21]=[CH:20][C:19]([F:22])=[CH:18][CH:17]=4)[CH2:14][O:13][C:12]3=[O:23])=[N:7][C:6]=12.[C:24]([O:28][C:29]([C:31]1[CH:36]=[CH:35][C:34](B(O)O)=[CH:33][CH:32]=1)=[O:30])([CH3:27])([CH3:26])[CH3:25].C([O-])([O-])=O.[Na+].[Na+].C1(P(C2CCCCC2)C2C=CC=CC=2C2C(C(C)C)=CC(C(C)C)=CC=2C(C)C)CCCCC1. (4) Given the product [Br:14][C:15]1[CH:20]=[C:19]([CH:2]2[C:9]3[CH:8]=[C:7]([C:10]([O:12][CH3:13])=[O:11])[NH:6][C:5]=3[CH2:4][CH2:3]2)[CH:18]=[CH:17][CH:16]=1, predict the reactants needed to synthesize it. The reactants are: O=[C:2]1[C:9]2[CH:8]=[C:7]([C:10]([O:12][CH3:13])=[O:11])[NH:6][C:5]=2[CH2:4][CH2:3]1.[Br:14][C:15]1[CH:16]=[C:17]([Mg]Br)[CH:18]=[CH:19][CH:20]=1. (5) Given the product [Cl:1][C:2]1[C:3]2[CH:10]=[CH:9][N:8]([C@@H:11]3[O:26][C@H:25]([CH2:27][OH:28])[C@@H:14]([OH:15])[C@@:12]3([CH3:38])[OH:13])[C:4]=2[N:5]=[CH:6][N:7]=1, predict the reactants needed to synthesize it. The reactants are: [Cl:1][C:2]1[C:3]2[CH:10]=[CH:9][N:8]([C@@H:11]3[O:26][C@H:25]([CH2:27][O:28]CC4C=CC(Cl)=CC=4Cl)[C@@H:14]([O:15]CC4C=CC(Cl)=CC=4Cl)[C@@:12]3([CH3:38])[OH:13])[C:4]=2[N:5]=[CH:6][N:7]=1.B(Cl)(Cl)Cl. (6) Given the product [CH2:18]([N:26]1[C:9](=[O:17])[C:10]2[C:11](=[CH:13][CH:14]=[CH:15][CH:16]=2)[N:12]=[C:7]1[C:1]1[CH:2]=[CH:3][CH:4]=[CH:5][CH:6]=1)[CH2:19][C:20]1[CH:25]=[CH:24][CH:23]=[CH:22][CH:21]=1, predict the reactants needed to synthesize it. The reactants are: [C:1]1([C:7]2O[C:9](=[O:17])[C:10]3[CH:16]=[CH:15][CH:14]=[CH:13][C:11]=3[N:12]=2)[CH:6]=[CH:5][CH:4]=[CH:3][CH:2]=1.[CH2:18]([NH2:26])[CH2:19][C:20]1[CH:25]=[CH:24][CH:23]=[CH:22][CH:21]=1.Cl. (7) Given the product [NH2:4][C:3]1[C:2]([F:1])=[C:8]([OH:9])[CH:7]=[CH:6][CH:5]=1, predict the reactants needed to synthesize it. The reactants are: [F:1][C:2]1[C:8]([O:9]C)=[CH:7][CH:6]=[CH:5][C:3]=1[NH2:4].B(Br)(Br)Br. (8) Given the product [CH3:1][O:2][C:3]([C:5]1[C@@H:10]([C:11]2[CH:12]=[CH:13][C:14]([C:17]#[N:18])=[CH:15][CH:16]=2)[N:9]2[C:19](=[O:39])[N:20]([CH2:22][CH2:23][CH2:24][S:25]([CH2:28][CH2:29][CH2:30][OH:31])(=[O:26])=[O:27])[N:21]=[C:8]2[N:7]([C:40]2[CH:45]=[CH:44][CH:43]=[C:42]([C:46]([F:48])([F:47])[F:49])[CH:41]=2)[C:6]=1[CH3:50])=[O:4], predict the reactants needed to synthesize it. The reactants are: [CH3:1][O:2][C:3]([C:5]1[C@@H:10]([C:11]2[CH:16]=[CH:15][C:14]([C:17]#[N:18])=[CH:13][CH:12]=2)[N:9]2[C:19](=[O:39])[N:20]([CH2:22][CH2:23][CH2:24][S:25]([CH2:28][CH2:29][CH2:30][O:31][Si](C(C)(C)C)(C)C)(=[O:27])=[O:26])[N:21]=[C:8]2[N:7]([C:40]2[CH:45]=[CH:44][CH:43]=[C:42]([C:46]([F:49])([F:48])[F:47])[CH:41]=2)[C:6]=1[CH3:50])=[O:4].CCCC[N+](CCCC)(CCCC)CCCC.[F-]. (9) Given the product [CH3:1][O:2][C:3]([NH:5][NH:6][CH:7]([CH3:9])[CH3:8])=[O:4], predict the reactants needed to synthesize it. The reactants are: [CH3:1][O:2][C:3]([NH:5][N:6]=[C:7]([CH3:9])[CH3:8])=[O:4]. (10) Given the product [ClH:31].[CH:1]1([N:4]([CH2:42][C:43]2[CH:48]=[CH:47][CH:46]=[C:45]([O:49][CH3:50])[C:44]=2[O:51][CH3:52])[C:5]([CH:7]2[C@@H:12]([NH:13][C:14](=[O:34])[C:15]3[CH:20]=[CH:19][C:18]([O:21][CH2:22][CH2:23][O:24][C:25]4[C:26]([Cl:33])=[CH:27][C:28]([CH3:32])=[CH:29][C:30]=4[Cl:31])=[CH:17][CH:16]=3)[CH2:11][CH2:10][NH:9][CH2:8]2)=[O:6])[CH2:3][CH2:2]1, predict the reactants needed to synthesize it. The reactants are: [CH:1]1([N:4]([CH2:42][C:43]2[CH:48]=[CH:47][CH:46]=[C:45]([O:49][CH3:50])[C:44]=2[O:51][CH3:52])[C:5]([CH:7]2[C@@H:12]([NH:13][C:14](=[O:34])[C:15]3[CH:20]=[CH:19][C:18]([O:21][CH2:22][CH2:23][O:24][C:25]4[C:30]([Cl:31])=[CH:29][C:28]([CH3:32])=[CH:27][C:26]=4[Cl:33])=[CH:17][CH:16]=3)[CH2:11][CH2:10][N:9](C(OC(C)(C)C)=O)[CH2:8]2)=[O:6])[CH2:3][CH2:2]1.